The task is: Predict the reaction yield, written as a fraction of the theoretical maximum amount of product (1.0 means a 100% yield; for example, 0.34 means a 34% yield).. This data is from Reaction yield outcomes from USPTO patents with 853,638 reactions. (1) The product is [Cl:21][Ti:22]([Cl:33])([C:23]1([CH3:32])[C:24]([CH3:31])=[C:25]([CH3:30])[C:26]([CH3:29])=[C:27]1[CH3:28])[O:15][C:6]1[C:5]([C:1]([CH3:4])([CH3:3])[CH3:2])=[CH:10][CH:9]=[CH:8][C:7]=1[C:11]([CH3:14])([CH3:13])[CH3:12]. The yield is 0.690. The catalyst is C(OCC)C. The reactants are [C:1]([C:5]1[CH:10]=[CH:9][CH:8]=[C:7]([C:11]([CH3:14])([CH3:13])[CH3:12])[C:6]=1[OH:15])([CH3:4])([CH3:3])[CH3:2].C([Li])CCC.[Cl:21][Ti:22](Cl)([Cl:33])[C:23]1([CH3:32])[C:27]([CH3:28])=[C:26]([CH3:29])[C:25]([CH3:30])=[C:24]1[CH3:31]. (2) The reactants are S(Cl)(C)(=O)=[O:2].OC[CH2:8][C:9]1[C:18]2[CH2:17][S:16][N:15]=[C:14]([NH:19][C:20](=[O:26])[O:21][C:22]([CH3:25])([CH3:24])[CH3:23])[C:13]3=[N:27][N:28]([CH2:30][C:31]4[C:36]([CH3:37])=[C:35]([O:38][CH3:39])[C:34]([CH3:40])=[CH:33][N:32]=4)[N:29]=[C:11]([C:12]=23)[CH:10]=1.ClCCl.[CH2:44]([N:46]([CH2:49][CH3:50])[CH2:47]C)[CH3:45]. No catalyst specified. The product is [CH3:39][O:38][C:35]1[C:34]([CH3:40])=[CH:33][N:32]=[C:31]([CH2:30][N:28]2[N:29]=[C:11]3[CH:10]=[C:9]([CH2:8][CH2:47][N:46]4[CH2:49][CH2:50][O:2][CH2:45][CH2:44]4)[C:18]4[CH2:17][S:16][N:15]=[C:14]([NH:19][C:20](=[O:26])[O:21][C:22]([CH3:24])([CH3:23])[CH3:25])[C:13]([C:12]=43)=[N:27]2)[C:36]=1[CH3:37]. The yield is 0.600. (3) The reactants are F[C:2]1[N:7]2[CH:8]=[C:9]([CH2:11][N:12]3[C@H:25]4[C@H:16]([CH2:17][CH2:18][C:19]5[C:24]4=[N:23][CH:22]=[CH:21][CH:20]=5)[CH2:15][CH2:14][CH2:13]3)[N:10]=[C:6]2[CH:5]=[CH:4][CH:3]=1.[N:26]1([CH:32]2[CH2:37][CH2:36][NH:35][CH2:34][CH2:33]2)[CH2:31][CH2:30][CH2:29][CH2:28][CH2:27]1. The catalyst is CS(C)=O. The product is [N:26]1([CH:32]2[CH2:37][CH2:36][N:35]([C:2]3[N:7]4[CH:8]=[C:9]([CH2:11][N:12]5[C@H:25]6[C@H:16]([CH2:17][CH2:18][C:19]7[C:24]6=[N:23][CH:22]=[CH:21][CH:20]=7)[CH2:15][CH2:14][CH2:13]5)[N:10]=[C:6]4[CH:5]=[CH:4][CH:3]=3)[CH2:34][CH2:33]2)[CH2:31][CH2:30][CH2:29][CH2:28][CH2:27]1. The yield is 0.490. (4) The reactants are [CH3:1][O:2][C:3]([C:5]1[S:9][C:8]2[C:10]([C:14]([F:17])([F:16])[F:15])=[CH:11][CH:12]=[CH:13][C:7]=2[C:6]=1[CH:18]1[CH2:23][CH2:22][NH:21][CH2:20][CH2:19]1)=[O:4].C(N(CC)CC)C.C1C[O:34][CH2:33][CH2:32]1.C(Cl)(=O)C. The catalyst is C(OCC)(=O)C. The product is [CH3:1][O:2][C:3]([C:5]1[S:9][C:8]2[C:10]([C:14]([F:16])([F:17])[F:15])=[CH:11][CH:12]=[CH:13][C:7]=2[C:6]=1[CH:18]1[CH2:23][CH2:22][N:21]([C:33](=[O:34])[CH3:32])[CH2:20][CH2:19]1)=[O:4]. The yield is 0.880. (5) The reactants are C([NH:11][CH2:12][CH2:13][CH2:14][CH2:15][C:16]1[CH:21]=[CH:20][C:19](OCCOC)=[CH:18][CH:17]=1)(OCC1C=CC=CC=1)=O.[C:27](O)(=[O:29])C.[H][H].[CH2:33]([OH:35])[CH3:34]. The catalyst is [Pd]. The product is [O:35]([CH:15]([C:16]1[CH:17]=[CH:18][CH:19]=[CH:20][CH:21]=1)[CH2:14][CH2:13][CH2:12][NH2:11])[CH2:33][CH2:34][O:29][CH3:27]. The yield is 0.920. (6) The product is [CH2:10]([O:11][C:12](=[O:36])[CH3:13])[CH3:9].[C:1]([O:5][C:6]([NH:8][CH2:9][CH2:10][O:11][C:12](=[O:36])[CH2:13][O:14][C:15]1[CH:16]=[CH:17][C:18]([CH2:21][CH2:22][CH2:23][CH2:24][NH2:25])=[CH:19][CH:20]=1)=[O:7])([CH3:4])([CH3:2])[CH3:3]. The catalyst is C(O)(=O)C.C(OCC)(=O)C.ClCCl.[OH-].[OH-].[Pd+2]. The reactants are [C:1]([O:5][C:6]([NH:8][CH2:9][CH2:10][O:11][C:12](=[O:36])[CH2:13][O:14][C:15]1[CH:20]=[CH:19][C:18]([CH2:21][CH2:22][CH2:23][CH2:24][NH:25]C(OCC2C=CC=CC=2)=O)=[CH:17][CH:16]=1)=[O:7])([CH3:4])([CH3:3])[CH3:2]. The yield is 0.840. (7) The reactants are [N+:1]([C:4]1[CH:9]=[CH:8][C:7]([CH:10]2[O:15][CH2:14][CH2:13][N:12]([C:16]([O:18][C:19]([CH3:22])([CH3:21])[CH3:20])=[O:17])[CH2:11]2)=[CH:6][CH:5]=1)([O-])=O.C.O.NN.[Cl-].[NH4+].[In]. The catalyst is O.O.O.O.O.O.O.[Fe](Cl)(Cl)Cl.CO. The product is [NH2:1][C:4]1[CH:9]=[CH:8][C:7]([CH:10]2[O:15][CH2:14][CH2:13][N:12]([C:16]([O:18][C:19]([CH3:22])([CH3:21])[CH3:20])=[O:17])[CH2:11]2)=[CH:6][CH:5]=1. The yield is 0.570. (8) The reactants are [BH4-].[Na+].[Cl:3][C:4]1[CH:5]=[C:6]([C:10](=[O:31])[CH:11]([CH2:17][C:18]2[CH:23]=[CH:22][C:21]([C:24]([F:30])([F:29])[C:25]([CH3:28])([CH3:27])[CH3:26])=[CH:20][CH:19]=2)[C:12]([O:14][CH2:15][CH3:16])=[O:13])[CH:7]=[CH:8][CH:9]=1. The catalyst is CCOCC.[Cl-].[Zn+2].[Cl-]. The product is [Cl:3][C:4]1[CH:5]=[C:6]([CH:10]([OH:31])[CH:11]([CH2:17][C:18]2[CH:19]=[CH:20][C:21]([C:24]([F:30])([F:29])[C:25]([CH3:26])([CH3:28])[CH3:27])=[CH:22][CH:23]=2)[C:12]([O:14][CH2:15][CH3:16])=[O:13])[CH:7]=[CH:8][CH:9]=1. The yield is 0.800.